From a dataset of Peptide-MHC class II binding affinity with 134,281 pairs from IEDB. Regression. Given a peptide amino acid sequence and an MHC pseudo amino acid sequence, predict their binding affinity value. This is MHC class II binding data. (1) The peptide sequence is YDQFLANVSTVLTGK. The MHC is DRB1_1101 with pseudo-sequence DRB1_1101. The binding affinity (normalized) is 0.583. (2) The peptide sequence is GELYIVDKIDAAFKI. The MHC is DRB3_0101 with pseudo-sequence DRB3_0101. The binding affinity (normalized) is 0.777. (3) The peptide sequence is KCKYPEGTKVTFHVE. The MHC is DRB1_0901 with pseudo-sequence DRB1_0901. The binding affinity (normalized) is 0.222. (4) The peptide sequence is YASVEAANASPLQVA. The MHC is DRB1_0405 with pseudo-sequence DRB1_0405. The binding affinity (normalized) is 0.422. (5) The peptide sequence is VQAPVGAITTIEDPV. The MHC is HLA-DQA10501-DQB10201 with pseudo-sequence HLA-DQA10501-DQB10201. The binding affinity (normalized) is 0.454. (6) The peptide sequence is VSTVVTATGLALSLLL. The MHC is DRB1_0101 with pseudo-sequence DRB1_0101. The binding affinity (normalized) is 0. (7) The binding affinity (normalized) is 0.258. The peptide sequence is CGMFTNRSGSQQW. The MHC is DRB1_1101 with pseudo-sequence DRB1_1101. (8) The peptide sequence is VVIQDNSDIKVVPRRKAKII. The MHC is DRB1_1101 with pseudo-sequence DRB1_1101. The binding affinity (normalized) is 0.692.